Task: Predict the reaction yield, written as a fraction of the theoretical maximum amount of product (1.0 means a 100% yield; for example, 0.34 means a 34% yield).. Dataset: Reaction yield outcomes from USPTO patents with 853,638 reactions (1) The reactants are C([N:4]([CH2:11][CH2:12][CH2:13][CH2:14][CH2:15][CH2:16][CH2:17][CH3:18])[C:5]1[CH:10]=[CH:9][CH:8]=[CH:7][CH:6]=1)(=O)C.Cl.[OH-].[K+]. The catalyst is O. The product is [CH2:11]([NH:4][C:5]1[CH:6]=[CH:7][CH:8]=[CH:9][CH:10]=1)[CH2:12][CH2:13][CH2:14][CH2:15][CH2:16][CH2:17][CH3:18]. The yield is 0.990. (2) The reactants are [F:1][C:2]1[C:3]([CH:16]=[CH2:17])=[C:4]([NH:11][CH:12]([CH3:15])C=C)[C:5]([N+:8]([O-:10])=[O:9])=[CH:6][CH:7]=1. The catalyst is C(Cl)Cl.Cl[Ru](=CC1C=CC=CC=1)([P](C1CCCCC1)(C1CCCCC1)C1CCCCC1)([P](C1CCCCC1)(C1CCCCC1)C1CCCCC1)Cl. The product is [F:1][C:2]1[CH:7]=[CH:6][C:5]([N+:8]([O-:10])=[O:9])=[C:4]2[C:3]=1[CH:16]=[CH:17][CH:12]([CH3:15])[NH:11]2. The yield is 0.650. (3) The reactants are [Cl:1][C:2]1[C:3]([CH3:18])=[C:4]([NH:10][C@H:11]([C@H:15]([OH:17])[CH3:16])[C:12]([OH:14])=O)[CH:5]=[CH:6][C:7]=1[C:8]#[N:9].[CH3:19][S:20]([C:23]1[CH:32]=[CH:31][C:26]([C:27]([NH:29][NH2:30])=[O:28])=[CH:25][CH:24]=1)(=[O:22])=[O:21]. No catalyst specified. The product is [Cl:1][C:2]1[C:3]([CH3:18])=[C:4]([NH:10][C@H:11]([C@H:15]([OH:17])[CH3:16])[C:12]([NH:30][NH:29][C:27](=[O:28])[C:26]2[CH:25]=[CH:24][C:23]([S:20]([CH3:19])(=[O:21])=[O:22])=[CH:32][CH:31]=2)=[O:14])[CH:5]=[CH:6][C:7]=1[C:8]#[N:9]. The yield is 0.650. (4) The yield is 0.960. The catalyst is C1C=CC(/C=C/C(/C=C/C2C=CC=CC=2)=O)=CC=1.C1C=CC(/C=C/C(/C=C/C2C=CC=CC=2)=O)=CC=1.C1C=CC(/C=C/C(/C=C/C2C=CC=CC=2)=O)=CC=1.[Pd].[Pd].COCCOC. The reactants are CC([O-])(C)C.[Na+].Cl[C:8]1[CH:15]=[CH:14][C:11]([C:12]#[N:13])=[CH:10][CH:9]=1.[NH:16]1[CH2:21][CH2:20][O:19][CH2:18][CH2:17]1. The product is [C:12]([C:11]1[CH:14]=[CH:15][C:8]([N:16]2[CH2:21][CH2:20][O:19][CH2:18][CH2:17]2)=[CH:9][CH:10]=1)#[N:13]. (5) The reactants are [CH2:1]([C:3]1[CH:4]=[CH:5][C:6]([CH:9]=[CH2:10])=[N:7][CH:8]=1)[CH3:2].BrN1C(=[O:17])CCC1=O.[OH-].[Na+].[OH:21][C:22]1[CH:29]=[CH:28][C:25]([CH:26]=[O:27])=[CH:24][CH:23]=1. The catalyst is O.C1(C)C=CC=CC=1.C(O)(C)(C)C. The product is [CH2:1]([C:3]1[CH:4]=[CH:5][C:6]([CH:9]([OH:17])[CH2:10][O:21][C:22]2[CH:29]=[CH:28][C:25]([CH:26]=[O:27])=[CH:24][CH:23]=2)=[N:7][CH:8]=1)[CH3:2]. The yield is 0.810. (6) The reactants are C(O[C:4]([C:6]1[N:14]([CH3:15])[C:13]2[CH:12]=[CH:11][N:10]=[C:9](CC)[C:8]=2[C:7]=1[NH:18][C:19]1[CH:24]=[CH:23][C:22]([I:25])=[CH:21][C:20]=1[F:26])=[O:5])C.[OH-].[Na+].[CH:29]([O:31][CH2:32][CH2:33][O:34][NH2:35])=[CH2:30].CCN=C=NCCCN(C)C.C1C=CC2N(O)N=NC=2C=1.CCN(C(C)C)C(C)C. The catalyst is C1COCC1.CO. The product is [CH:29]([O:31][CH2:32][CH2:33][O:34][NH:35][C:4]([C:6]1[N:14]([CH3:15])[C:13]2[CH:12]=[CH:11][N:10]=[CH:9][C:8]=2[C:7]=1[NH:18][C:19]1[CH:24]=[CH:23][C:22]([I:25])=[CH:21][C:20]=1[F:26])=[O:5])=[CH2:30]. The yield is 0.570. (7) The reactants are C[CH:2]1[NH:7][C:5](=O)N[CH:3]1[CH2:8][CH2:9][CH2:10][CH2:11][CH2:12][C:13]([OH:15])=O.[CH2:16]1CCC(N=C=NC2CCCCC2)CC1. The catalyst is CN(C1C=CN=CC=1)C.C(Cl)Cl. The product is [N:7]1[CH:2]=[CH:3][C:8]([CH2:9][CH2:10][CH2:11][CH2:12][CH2:13][OH:15])=[CH:16][CH:5]=1. The yield is 0.460. (8) The reactants are [C:1]([C:3]1[CH:12]=[C:11]([F:13])[CH:10]=[CH:9][C:4]=1[C:5](OC)=[O:6])#[N:2]. The catalyst is C(O)C. The product is [F:13][C:11]1[CH:12]=[C:3]2[C:4](=[CH:9][CH:10]=1)[C:5](=[O:6])[NH:2][CH2:1]2. The yield is 0.760. (9) The reactants are [NH2:1][C@H:2]1[C:10]2[C:5](=[C:6]([C:11]3[N:15]=[C:14]([C:16]4[CH:17]=[CH:18][C:19]([O:24][CH:25]([CH3:27])[CH3:26])=[C:20]([CH:23]=4)[C:21]#[N:22])[O:13][N:12]=3)[CH:7]=[CH:8][CH:9]=2)[CH2:4][CH2:3]1.FC(F)(F)S(O[CH2:34][C:35]([CH2:46]OS(C(F)(F)F)(=O)=O)([C:41]([O:43][CH2:44][CH3:45])=[O:42])[C:36]([O:38][CH2:39][CH3:40])=[O:37])(=O)=O. The catalyst is CC#N. The product is [C:21]([C:20]1[CH:23]=[C:16]([C:14]2[O:13][N:12]=[C:11]([C:6]3[CH:7]=[CH:8][CH:9]=[C:10]4[C:5]=3[CH2:4][CH2:3][C@H:2]4[N:1]3[CH2:46][C:35]([C:41]([O:43][CH2:44][CH3:45])=[O:42])([C:36]([O:38][CH2:39][CH3:40])=[O:37])[CH2:34]3)[N:15]=2)[CH:17]=[CH:18][C:19]=1[O:24][CH:25]([CH3:27])[CH3:26])#[N:22]. The yield is 0.280. (10) The reactants are [NH:1]1[CH:5]=[C:4]([CH:6]=[O:7])[CH:3]=[N:2]1.I[CH:9]([CH3:11])[CH3:10].[H-].[Na+]. The catalyst is CN(C=O)C. The product is [CH:9]([N:1]1[CH:5]=[C:4]([CH:6]=[O:7])[CH:3]=[N:2]1)([CH3:11])[CH3:10]. The yield is 0.420.